This data is from Full USPTO retrosynthesis dataset with 1.9M reactions from patents (1976-2016). The task is: Predict the reactants needed to synthesize the given product. (1) The reactants are: [CH2:1]([O:8][C:9]1[CH:14]=[CH:13][N:12]([C:15]2[CH:16]=[C:17]3[C:21](=[CH:22][CH:23]=2)[N:20]([CH2:24][CH2:25][N:26]2[CH2:31][CH2:30][O:29][CH2:28][CH2:27]2)[N:19]=[CH:18]3)[C:11](=[O:32])[CH:10]=1)[C:2]1[CH:7]=[CH:6][CH:5]=[CH:4][CH:3]=1.[ClH:33].C(OCC)C. Given the product [ClH:33].[CH2:1]([O:8][C:9]1[CH:14]=[CH:13][N:12]([C:15]2[CH:16]=[C:17]3[C:21](=[CH:22][CH:23]=2)[N:20]([CH2:24][CH2:25][N:26]2[CH2:31][CH2:30][O:29][CH2:28][CH2:27]2)[N:19]=[CH:18]3)[C:11](=[O:32])[CH:10]=1)[C:2]1[CH:7]=[CH:6][CH:5]=[CH:4][CH:3]=1, predict the reactants needed to synthesize it. (2) Given the product [N:15]1[CH:20]=[CH:19][CH:18]=[C:17]([C:21]2([OH:27])[CH2:22][CH2:23][N:24]([C:2]3[CH:3]=[CH:4][C:5]4[N:6]([C:8]([C:11]([F:14])([F:13])[F:12])=[N:9][N:10]=4)[N:7]=3)[CH2:25][CH2:26]2)[CH:16]=1, predict the reactants needed to synthesize it. The reactants are: Cl[C:2]1[CH:3]=[CH:4][C:5]2[N:6]([C:8]([C:11]([F:14])([F:13])[F:12])=[N:9][N:10]=2)[N:7]=1.[N:15]1[CH:20]=[CH:19][CH:18]=[C:17]([C:21]2([OH:27])[CH2:26][CH2:25][NH:24][CH2:23][CH2:22]2)[CH:16]=1.CCN(C(C)C)C(C)C. (3) The reactants are: [F:1][C:2]1[CH:10]=[C:9]([F:11])[CH:8]=[CH:7][C:3]=1[C:4]([NH2:6])=[O:5].CO[C:14](OC)([N:16]([CH3:18])[CH3:17])[CH3:15]. Given the product [CH3:17][N:16]([CH3:18])[C:14](=[N:6][C:4](=[O:5])[C:3]1[CH:7]=[CH:8][C:9]([F:11])=[CH:10][C:2]=1[F:1])[CH3:15], predict the reactants needed to synthesize it. (4) Given the product [CH:1]([C:3]1[CH:8]=[CH:7][C:6]([C:13]2[CH:18]=[CH:17][CH:16]=[CH:15][N:14]=2)=[CH:5][CH:4]=1)=[CH2:2], predict the reactants needed to synthesize it. The reactants are: [CH:1]([C:3]1[CH:8]=[CH:7][C:6](B(O)O)=[CH:5][CH:4]=1)=[CH2:2].Br[C:13]1[CH:18]=[CH:17][CH:16]=[CH:15][N:14]=1.O1CCCC1.C(=O)([O-])[O-].[K+].[K+]. (5) Given the product [NH2:24][C:25]1[O:20][C:19]([C:10]2[C:9]([NH:8][C:5]3[CH:6]=[CH:7][C:2]([Br:1])=[CH:3][C:4]=3[CH3:23])=[C:17]([F:18])[C:13]3[N:14]=[CH:15][NH:16][C:12]=3[CH:11]=2)=[N:21][N:22]=1, predict the reactants needed to synthesize it. The reactants are: [Br:1][C:2]1[CH:7]=[CH:6][C:5]([NH:8][C:9]2[C:10]([C:19]([NH:21][NH2:22])=[O:20])=[CH:11][C:12]3[NH:16][CH:15]=[N:14][C:13]=3[C:17]=2[F:18])=[C:4]([CH3:23])[CH:3]=1.[N:24]#[C:25]Br.C([O-])(O)=O.[Na+].